From a dataset of Forward reaction prediction with 1.9M reactions from USPTO patents (1976-2016). Predict the product of the given reaction. (1) Given the reactants [H-].[Na+].[Cl:3][C:4]1[CH:13]=[C:12]2[C:7]([C:8]([C:30]3[CH:35]=[CH:34][CH:33]=[C:32](/[CH:36]=[CH:37]/[CH:38]=O)[CH:31]=3)=[C:9]([CH2:15][C:16]([NH:18][C:19]3[CH:24]=[CH:23][C:22]([F:25])=[CH:21][C:20]=3[C:26]([F:29])([F:28])[F:27])=[O:17])[C:10](=[O:14])[O:11]2)=[CH:6][C:5]=1[CH3:40].[OH2:41].[CH2:42]1[CH2:46][O:45][CH2:44][CH2:43]1, predict the reaction product. The product is: [Cl:3][C:4]1[CH:13]=[C:12]2[C:7]([C:8]([C:30]3[CH:31]=[C:32](/[CH:36]=[CH:37]/[CH:38]=[CH:43]/[C:44]([O:45][CH2:46][CH3:42])=[O:41])[CH:33]=[CH:34][CH:35]=3)=[C:9]([CH2:15][C:16]([NH:18][C:19]3[CH:24]=[CH:23][C:22]([F:25])=[CH:21][C:20]=3[C:26]([F:28])([F:27])[F:29])=[O:17])[C:10](=[O:14])[O:11]2)=[CH:6][C:5]=1[CH3:40]. (2) The product is: [Cl:1][C:2]1[N:3]=[N:4][C:5]([CH2:8][N:23]2[CH:22]=[C:21]3[N:26]=[C:18]([C:12]4[CH:13]=[CH:14][CH:15]=[C:16]([F:17])[C:11]=4[F:10])[N:19]=[C:20]3[CH:25]=[N:24]2)=[CH:6][CH:7]=1. Given the reactants [Cl:1][C:2]1[N:3]=[N:4][C:5]([CH2:8]Cl)=[CH:6][CH:7]=1.[F:10][C:11]1[C:16]([F:17])=[CH:15][CH:14]=[CH:13][C:12]=1[C:18]1[N:26]=[C:21]2[CH:22]=[N:23][NH:24][CH:25]=[C:20]2[N:19]=1, predict the reaction product. (3) Given the reactants [S:1]1[CH:5]=[C:4]([CH2:6][C@@H:7]([C:19]2[N:23]([C@@H:24]([CH2:29][CH2:30][CH2:31][CH3:32])[C:25]([O:27]C)=[O:26])[N:22]=[N:21][N:20]=2)[NH:8][C:9]([O:11][CH2:12][C:13]2[CH:18]=[CH:17][CH:16]=[CH:15][CH:14]=2)=[O:10])[C:3]2[CH:33]=[CH:34][CH:35]=[CH:36][C:2]1=2.CO.[OH-].[Li+].Cl, predict the reaction product. The product is: [S:1]1[CH:5]=[C:4]([CH2:6][C@@H:7]([C:19]2[N:23]([C@@H:24]([CH2:29][CH2:30][CH2:31][CH3:32])[C:25]([OH:27])=[O:26])[N:22]=[N:21][N:20]=2)[NH:8][C:9]([O:11][CH2:12][C:13]2[CH:18]=[CH:17][CH:16]=[CH:15][CH:14]=2)=[O:10])[C:3]2[CH:33]=[CH:34][CH:35]=[CH:36][C:2]1=2. (4) Given the reactants [O:1]([CH2:8][CH2:9][N:10]1[CH2:15][CH2:14][NH:13][CH2:12][CH2:11]1)[C:2]1[CH:7]=[CH:6][CH:5]=[CH:4][CH:3]=1.[CH2:16]1[O:20][C:19]2[CH:21]=[C:22]([Cl:27])[C:23]([CH2:25]Cl)=[CH:24][C:18]=2[O:17]1.CCN(CC)CC, predict the reaction product. The product is: [Cl:27][C:22]1[C:23]([CH2:25][N:13]2[CH2:12][CH2:11][N:10]([CH2:9][CH2:8][O:1][C:2]3[CH:7]=[CH:6][CH:5]=[CH:4][CH:3]=3)[CH2:15][CH2:14]2)=[CH:24][C:18]2[O:17][CH2:16][O:20][C:19]=2[CH:21]=1.